This data is from Full USPTO retrosynthesis dataset with 1.9M reactions from patents (1976-2016). The task is: Predict the reactants needed to synthesize the given product. (1) Given the product [Cl:1][C:2]1[C:3]([C:4]#[N:5])=[CH:6][CH:7]=[C:8]2[C:9]=1[CH:10]=[CH:11][N:17]2[CH:18]([CH2:23][CH3:24])[C:19]([OH:21])([CH3:22])[CH3:20], predict the reactants needed to synthesize it. The reactants are: [Cl:1][C:2]1[C:9]([C:10]#[C:11][Si](C)(C)C)=[C:8](F)[CH:7]=[CH:6][C:3]=1[C:4]#[N:5].[NH2:17][CH:18]([CH2:23][CH3:24])[C:19]([CH3:22])([OH:21])[CH3:20].C([O-])([O-])=O.[K+].[K+].CN1C(=O)CCC1. (2) Given the product [C:1]([O:5][C:6]([N:8]1[CH2:13][CH2:12][CH:11]([NH:14][C:15]2[S:16][C:17]3[C:22]([NH:33][C@@H:34]([CH2:39][OH:40])[CH2:35][CH:36]([CH3:38])[CH3:37])=[N:21][C:20]([S:24][CH2:25][C:26]4[CH:31]=[CH:30][CH:29]=[CH:28][CH:27]=4)=[N:19][C:18]=3[N:32]=2)[CH2:10][CH2:9]1)=[O:7])([CH3:4])([CH3:3])[CH3:2], predict the reactants needed to synthesize it. The reactants are: [C:1]([O:5][C:6]([N:8]1[CH2:13][CH2:12][CH:11]([NH:14][C:15]2[S:16][C:17]3[C:22](Cl)=[N:21][C:20]([S:24][CH2:25][C:26]4[CH:31]=[CH:30][CH:29]=[CH:28][CH:27]=4)=[N:19][C:18]=3[N:32]=2)[CH2:10][CH2:9]1)=[O:7])([CH3:4])([CH3:3])[CH3:2].[NH2:33][C@@H:34]([CH2:39][OH:40])[CH2:35][CH:36]([CH3:38])[CH3:37]. (3) Given the product [NH4+:14].[OH-:17].[F:1][C:2]1[CH:3]=[C:4]([C:9]2[N:14]=[C:13]3[C:15]([CH2:18][NH:19][C:20](=[O:23])[O:21][CH3:22])=[CH:16][O:17][C:12]3=[CH:11][CH:10]=2)[CH:5]=[C:6]([F:8])[CH:7]=1, predict the reactants needed to synthesize it. The reactants are: [F:1][C:2]1[CH:3]=[C:4]([C:9]2[N:14]=[C:13]3[C:15]([CH2:18][NH:19][C:20](=[O:23])[O:21][CH3:22])=[CH:16][O:17][C:12]3=[CH:11][CH:10]=2)[CH:5]=[C:6]([F:8])[CH:7]=1.FC1C=C(C2N=C3C(CC(O)=O)=COC3=CC=2)C=C(F)C=1.C(Cl)(=O)C(Cl)=O.[N-]=[N+]=[N-].[Na+]. (4) Given the product [CH3:18][C:7]1[C:2]([CH3:1])=[CH:3][N:4]=[C:5]([C:8]2[CH:9]=[CH:10][C:11]([C:14]([F:17])([F:15])[F:16])=[CH:12][CH:13]=2)[N:6]=1, predict the reactants needed to synthesize it. The reactants are: [CH3:1][C:2]1[CH:3]=[N:4][C:5]([C:8]2[CH:13]=[CH:12][C:11]([C:14]([F:17])([F:16])[F:15])=[CH:10][CH:9]=2)=[N:6][CH:7]=1.[CH3:18][Li].O. (5) The reactants are: [F:1][C:2]1[CH:3]=[C:4]([CH:7]=[CH:8][C:9]=1[F:10])[CH2:5]Br.[CH3:11][C:12]([CH3:14])=[O:13]. Given the product [F:1][C:2]1[CH:3]=[C:4]([CH2:5][C:12]([CH3:14])([OH:13])[CH3:11])[CH:7]=[CH:8][C:9]=1[F:10], predict the reactants needed to synthesize it. (6) Given the product [CH3:24][N:23]([CH2:25][CH:26]1[C:32]([C:2]2[CH:3]=[C:4]([OH:5])[CH:13]=[CH:14][C:15]=2[F:16])([OH:33])[CH2:31][CH:30]2[CH2:34][CH:27]1[CH2:28][CH2:29]2)[CH3:22], predict the reactants needed to synthesize it. The reactants are: Br[C:2]1[CH:3]=[C:4]([CH:13]=[CH:14][C:15]=1[F:16])[O:5][Si](C(C)(C)C)(C)C.[Li]C(C)(C)C.[CH3:22][N:23]([CH2:25][CH:26]1[C:32](=[O:33])[CH2:31][CH:30]2[CH2:34][CH:27]1[CH2:28][CH2:29]2)[CH3:24].